Dataset: Full USPTO retrosynthesis dataset with 1.9M reactions from patents (1976-2016). Task: Predict the reactants needed to synthesize the given product. Given the product [C:23]([O:22][C:20]([CH2:19][N:11]([C:12]([O:14][C:15]([CH3:17])([CH3:16])[CH3:18])=[O:13])[C@@H:10]([C:9]([OH:31])=[O:8])[CH2:27][CH:28]([CH3:30])[CH3:29])=[O:21])([CH3:24])([CH3:25])[CH3:26], predict the reactants needed to synthesize it. The reactants are: C([O:8][C:9](=[O:31])[C@@H:10]([CH2:27][CH:28]([CH3:30])[CH3:29])[N:11]([CH2:19][C:20]([O:22][C:23]([CH3:26])([CH3:25])[CH3:24])=[O:21])[C:12]([O:14][C:15]([CH3:18])([CH3:17])[CH3:16])=[O:13])C1C=CC=CC=1.[H][H].